Dataset: Full USPTO retrosynthesis dataset with 1.9M reactions from patents (1976-2016). Task: Predict the reactants needed to synthesize the given product. Given the product [Br:1][C:2]1[CH:3]=[C:4]([CH:9]=[C:10]([C:15]2[CH:16]=[CH:17][CH:18]=[CH:19][N:14]=2)[CH:11]=1)[C:5]([O:7][CH3:8])=[O:6], predict the reactants needed to synthesize it. The reactants are: [Br:1][C:2]1[CH:3]=[C:4]([CH:9]=[C:10](I)[CH:11]=1)[C:5]([O:7][CH3:8])=[O:6].[Cl-].[N:14]1[CH:19]=[CH:18][CH:17]=[CH:16][C:15]=1[Zn+].O.